From a dataset of Forward reaction prediction with 1.9M reactions from USPTO patents (1976-2016). Predict the product of the given reaction. Given the reactants FC(F)(F)C(O)=O.C(OC([N:15]1[CH2:20][CH2:19][N:18]([C:21]2[N:26]=[CH:25][CH:24]=[CH:23][N:22]=2)[CH2:17][CH:16]1[CH3:27])=O)(C)(C)C, predict the reaction product. The product is: [CH3:27][CH:16]1[NH:15][CH2:20][CH2:19][N:18]([C:21]2[N:22]=[CH:23][CH:24]=[CH:25][N:26]=2)[CH2:17]1.